Dataset: Catalyst prediction with 721,799 reactions and 888 catalyst types from USPTO. Task: Predict which catalyst facilitates the given reaction. (1) Reactant: [Cl-].[Cl-].[Cl-].[Al+3].[C:5]1([OH:11])[CH:10]=[CH:9][CH:8]=[CH:7][CH:6]=1.Cl[C:13]([CH3:21])([CH2:15][CH2:16][C:17](Cl)([CH3:19])[CH3:18])[CH3:14]. Product: [CH3:14][C:13]1([CH3:21])[CH2:15][CH2:16][C:17]([CH3:19])([CH3:18])[C:9]2[CH:10]=[C:5]([OH:11])[CH:6]=[CH:7][C:8]1=2. The catalyst class is: 4. (2) Reactant: Br[CH2:2][C:3]1[N:7]([CH3:8])[N:6]([C:9]2[CH:14]=[CH:13][C:12]([O:15][C:16]([F:19])([F:18])[F:17])=[CH:11][CH:10]=2)[C:5](=[O:20])[C:4]=1[Cl:21].[C:22]1([CH2:28][CH2:29][CH2:30][CH:31]2[CH2:36][CH2:35][NH:34][CH2:33][CH2:32]2)[CH:27]=[CH:26][CH:25]=[CH:24][CH:23]=1.C(=O)([O-])[O-].[K+].[K+]. Product: [Cl:21][C:4]1[C:5](=[O:20])[N:6]([C:9]2[CH:14]=[CH:13][C:12]([O:15][C:16]([F:19])([F:18])[F:17])=[CH:11][CH:10]=2)[N:7]([CH3:8])[C:3]=1[CH2:2][N:34]1[CH2:35][CH2:36][CH:31]([CH2:30][CH2:29][CH2:28][C:22]2[CH:23]=[CH:24][CH:25]=[CH:26][CH:27]=2)[CH2:32][CH2:33]1. The catalyst class is: 10.